Dataset: Full USPTO retrosynthesis dataset with 1.9M reactions from patents (1976-2016). Task: Predict the reactants needed to synthesize the given product. (1) Given the product [NH2:1][C:2]1[CH:10]=[C:9]([Cl:11])[CH:8]=[CH:7][C:3]=1[C:4]([NH:12][CH2:13][CH2:14][CH2:15][C@H:16]1[O:20][C:19](=[O:21])[N:18]([C:22]2[CH:23]=[CH:24][C:25]3[S:30][CH2:29][C:28](=[O:31])[NH:27][C:26]=3[CH:32]=2)[CH2:17]1)=[O:6], predict the reactants needed to synthesize it. The reactants are: [NH2:1][C:2]1[CH:10]=[C:9]([Cl:11])[CH:8]=[CH:7][C:3]=1[C:4]([OH:6])=O.[NH2:12][CH2:13][CH2:14][CH2:15][C@H:16]1[O:20][C:19](=[O:21])[N:18]([C:22]2[CH:23]=[CH:24][C:25]3[S:30][CH2:29][C:28](=[O:31])[NH:27][C:26]=3[CH:32]=2)[CH2:17]1. (2) The reactants are: [S:1]1[CH:5]=[CH:4][CH:3]=[C:2]1[C:6]1[CH:7]=[C:8]2[C:12](=[CH:13][CH:14]=1)[NH:11][N:10]=[C:9]2[NH2:15].[C:16](N1C=CC=CC1=O)([N:18]1C=CC=CC1=O)=[S:17].N.O. Given the product [S:1]1[CH:5]=[CH:4][CH:3]=[C:2]1[C:6]1[CH:7]=[C:8]2[C:12](=[CH:13][CH:14]=1)[NH:11][N:10]=[C:9]2[NH:15][C:16]([NH2:18])=[S:17], predict the reactants needed to synthesize it. (3) Given the product [F:1][C:2]1[C:11]2[C:6](=[CH:7][C:8]([C@H:12]3[CH2:17][CH2:16][C@H:15]([CH2:18][CH2:19][CH3:20])[CH2:14][CH2:13]3)=[CH:9][CH:10]=2)[CH:5]=[CH:4][C:3]=1[C:21]1[CH:26]=[CH:25][C:24]([OH:36])=[C:23]([F:28])[CH:22]=1, predict the reactants needed to synthesize it. The reactants are: [F:1][C:2]1[C:11]2[C:6](=[CH:7][C:8]([C@H:12]3[CH2:17][CH2:16][C@H:15]([CH2:18][CH2:19][CH3:20])[CH2:14][CH2:13]3)=[CH:9][CH:10]=2)[CH:5]=[CH:4][C:3]=1[C:21]1[CH:26]=[CH:25][C:24](F)=[C:23]([F:28])[CH:22]=1.BrC1C=CC([O:36]C)=C(F)C=1. (4) Given the product [NH2:1][C:2]1[CH:9]=[C:8]([C:10]2[C:15]([C:16]([F:19])([F:17])[F:18])=[CH:14][CH:13]=[CH:12][N:11]=2)[CH:7]=[CH:6][C:3]=1[C:4]([NH2:5])=[O:20], predict the reactants needed to synthesize it. The reactants are: [NH2:1][C:2]1[CH:9]=[C:8]([C:10]2[C:15]([C:16]([F:19])([F:18])[F:17])=[CH:14][CH:13]=[CH:12][N:11]=2)[CH:7]=[CH:6][C:3]=1[C:4]#[N:5].[OH-:20].[Na+]. (5) The reactants are: [CH3:1][C:2]1([CH3:22])[CH2:7][NH:6][CH:5]([CH2:8][C:9]([NH:11][C:12]2[CH:17]=[CH:16][C:15]([CH:18]([CH3:20])[CH3:19])=[CH:14][CH:13]=2)=[O:10])[C:4](=[O:21])[O:3]1.[CH3:23][C:24]([CH3:26])=O.C([BH3-])#N.[Na+].C(O)(=O)C. Given the product [CH:24]([N:6]1[CH2:7][C:2]([CH3:1])([CH3:22])[O:3][C:4](=[O:21])[CH:5]1[CH2:8][C:9]([NH:11][C:12]1[CH:17]=[CH:16][C:15]([CH:18]([CH3:19])[CH3:20])=[CH:14][CH:13]=1)=[O:10])([CH3:26])[CH3:23], predict the reactants needed to synthesize it. (6) Given the product [C:39]([O:38][C:36]([N:33]1[CH2:34][CH2:35][N:30]([C:27]2[CH:26]=[CH:25][C:24]([NH:23][C:15]3[N:14]=[C:13]([CH2:12][CH2:11][C:10]4[CH:9]=[C:8]([CH:45]=[CH:44][CH:43]=4)[C:6]([O-:7])=[O:5])[C:18]([C:19]([F:20])([F:21])[F:22])=[CH:17][N:16]=3)=[CH:29][CH:28]=2)[CH2:31][CH2:32]1)=[O:37])([CH3:42])([CH3:40])[CH3:41].[Li+:2], predict the reactants needed to synthesize it. The reactants are: O[Li:2].O.C[O:5][C:6]([C:8]1[CH:9]=[C:10]([CH:43]=[CH:44][CH:45]=1)[CH2:11][CH2:12][C:13]1[C:18]([C:19]([F:22])([F:21])[F:20])=[CH:17][N:16]=[C:15]([NH:23][C:24]2[CH:29]=[CH:28][C:27]([N:30]3[CH2:35][CH2:34][N:33]([C:36]([O:38][C:39]([CH3:42])([CH3:41])[CH3:40])=[O:37])[CH2:32][CH2:31]3)=[CH:26][CH:25]=2)[N:14]=1)=[O:7]. (7) Given the product [CH3:17][C:16]([O:15][C:13](=[O:14])[CH2:12][NH:11][S:8]([C:5]1[CH:6]=[CH:7][C:2]([S:26][C:20]2[CH:25]=[CH:24][CH:23]=[CH:22][CH:21]=2)=[CH:3][CH:4]=1)(=[O:10])=[O:9])([CH3:19])[CH3:18], predict the reactants needed to synthesize it. The reactants are: F[C:2]1[CH:7]=[CH:6][C:5]([S:8]([NH:11][CH2:12][C:13]([O:15][C:16]([CH3:19])([CH3:18])[CH3:17])=[O:14])(=[O:10])=[O:9])=[CH:4][CH:3]=1.[C:20]1([SH:26])[CH:25]=[CH:24][CH:23]=[CH:22][CH:21]=1.C(=O)([O-])[O-].[K+].[K+].C(OCC)(=O)C. (8) Given the product [CH3:31][N:26]1[CH2:27][CH2:28][CH:24]([O:23][C:20]2[CH:21]=[C:22]3[C:17](=[CH:18][CH:19]=2)[NH:16][N:15]=[C:14]3[S:11]([C:1]2[C:10]3[C:5](=[CH:6][CH:7]=[CH:8][CH:9]=3)[CH:4]=[CH:3][CH:2]=2)(=[O:12])=[O:13])[CH2:25]1, predict the reactants needed to synthesize it. The reactants are: [C:1]1([S:11]([C:14]2[C:22]3[C:17](=[CH:18][CH:19]=[C:20]([O:23][CH:24]4[CH2:28][CH2:27][NH:26][CH2:25]4)[CH:21]=3)[NH:16][N:15]=2)(=[O:13])=[O:12])[C:10]2[C:5](=[CH:6][CH:7]=[CH:8][CH:9]=2)[CH:4]=[CH:3][CH:2]=1.C=O.[C:31](O[BH-](OC(=O)C)OC(=O)C)(=O)C.[Na+]. (9) Given the product [CH3:1][O:2][C:3](=[O:25])[C@H:4]([CH2:21][CH2:22][S:23][CH3:24])[NH:5][C:6](=[O:20])[C:7]1[CH:12]=[CH:11][C:10]([C:26]#[CH:27])=[CH:9][C:8]=1[C:14]1[CH:19]=[CH:18][CH:17]=[CH:16][CH:15]=1, predict the reactants needed to synthesize it. The reactants are: [CH3:1][O:2][C:3](=[O:25])[C@H:4]([CH2:21][CH2:22][S:23][CH3:24])[NH:5][C:6](=[O:20])[C:7]1[CH:12]=[CH:11][C:10](Br)=[CH:9][C:8]=1[C:14]1[CH:19]=[CH:18][CH:17]=[CH:16][CH:15]=1.[CH2:26](NCC)[CH3:27].C[Si](C#C)(C)C.[F-].C([N+](CCCC)(CCCC)CCCC)CCC.